This data is from Catalyst prediction with 721,799 reactions and 888 catalyst types from USPTO. The task is: Predict which catalyst facilitates the given reaction. (1) Reactant: [H-].[Na+].[CH3:3][S:4]([NH:7][C:8]1[CH:17]=[CH:16][CH:15]=[CH:14][C:9]=1[C:10]([O:12][CH3:13])=[O:11])(=[O:6])=[O:5].[CH3:18]I. Product: [CH3:18][N:7]([C:8]1[CH:17]=[CH:16][CH:15]=[CH:14][C:9]=1[C:10]([O:12][CH3:13])=[O:11])[S:4]([CH3:3])(=[O:6])=[O:5]. The catalyst class is: 3. (2) Reactant: [CH3:1][O:2][C:3]1[CH:4]=[C:5]2[C:10](=[CH:11][C:12]=1[O:13][CH3:14])[N:9]=[CH:8][N:7]=[C:6]2[CH:15]1[CH2:20][CH2:19][NH:18][CH2:17][CH2:16]1.[CH2:21]([O:23][C:24]1[CH:29]=[CH:28][C:27]([N:30]=[C:31]=[O:32])=[CH:26][CH:25]=1)[CH3:22]. Product: [CH2:21]([O:23][C:24]1[CH:29]=[CH:28][C:27]([NH:30][C:31]([N:18]2[CH2:19][CH2:20][CH:15]([C:6]3[C:5]4[C:10](=[CH:11][C:12]([O:13][CH3:14])=[C:3]([O:2][CH3:1])[CH:4]=4)[N:9]=[CH:8][N:7]=3)[CH2:16][CH2:17]2)=[O:32])=[CH:26][CH:25]=1)[CH3:22]. The catalyst class is: 3. (3) Reactant: [H-].[Na+].[C:3]1([C:9]2[CH:14]=[CH:13][C:12]([OH:15])=[CH:11][CH:10]=2)[CH:8]=[CH:7][CH:6]=[CH:5][CH:4]=1.[CH3:16][O:17][C:18]([C:20]1[O:21][C:22]([CH2:25]Cl)=[CH:23][CH:24]=1)=[O:19]. Product: [CH3:16][O:17][C:18]([C:20]1[O:21][C:22]([CH2:25][O:15][C:12]2[CH:11]=[CH:10][C:9]([C:3]3[CH:4]=[CH:5][CH:6]=[CH:7][CH:8]=3)=[CH:14][CH:13]=2)=[CH:23][CH:24]=1)=[O:19]. The catalyst class is: 9. (4) Reactant: [F:1][C:2]([C:5]1[CH:6]=[C:7]([NH2:12])[CH:8]=[CH:9][C:10]=1[F:11])([F:4])[CH3:3].C([O:20][CH2:21][CH3:22])(OCC)OCC.[N+:23]([CH2:26]C(OCC)=O)([O-])=O.[C:32](O)(=O)C. Product: [F:4][C:2]([C:5]1[CH:6]=[C:7]([N:12]2[CH:32]=[C:22]([CH2:21][OH:20])[N:23]=[CH:26]2)[CH:8]=[CH:9][C:10]=1[F:11])([F:1])[CH3:3]. The catalyst class is: 292. (5) Reactant: [N:1]1([C:6]2[CH:22]=[CH:21][CH:20]=[CH:19][C:7]=2[CH2:8][C:9]2[O:10][C:11]3[C:12](=[C:14]([NH2:18])[CH:15]=[CH:16][CH:17]=3)[N:13]=2)[CH:5]=[N:4][N:3]=[N:2]1.FC(F)(F)S(O[CH2:29][C:30]([F:38])([F:37])[C:31]1[CH:36]=[CH:35][CH:34]=[CH:33][N:32]=1)(=O)=O.CCN(C(C)C)C(C)C. Product: [F:37][C:30]([F:38])([C:31]1[CH:36]=[CH:35][CH:34]=[CH:33][N:32]=1)[CH2:29][NH:18][C:14]1[CH:15]=[CH:16][CH:17]=[C:11]2[O:10][C:9]([CH2:8][C:7]3[CH:19]=[CH:20][CH:21]=[CH:22][C:6]=3[N:1]3[CH:5]=[N:4][N:3]=[N:2]3)=[N:13][C:12]=12. The catalyst class is: 44. (6) Reactant: N1C=CC=CC=1.[F:7][C:8]1[CH:13]=[CH:12][C:11]([C:14](=[O:32])[CH2:15][NH:16][C:17]([CH:19]2[CH2:24][CH2:23][CH2:22][N:21]([C:25]([O:27][C:28]([CH3:31])([CH3:30])[CH3:29])=[O:26])[CH2:20]2)=O)=[CH:10][CH:9]=1.FC(F)(F)S(OS(C(F)(F)F)(=O)=O)(=O)=O. Product: [F:7][C:8]1[CH:13]=[CH:12][C:11]([C:14]2[O:32][C:17]([CH:19]3[CH2:24][CH2:23][CH2:22][N:21]([C:25]([O:27][C:28]([CH3:29])([CH3:30])[CH3:31])=[O:26])[CH2:20]3)=[N:16][CH:15]=2)=[CH:10][CH:9]=1. The catalyst class is: 2. (7) Reactant: Cl[C:2]1[N:3]=[C:4]([CH3:18])[C:5]2[CH:10]=[CH:9][N:8]([C:11]([O:13][C:14]([CH3:17])([CH3:16])[CH3:15])=[O:12])[C:6]=2[N:7]=1.[F:19][C:20]1[CH:21]=[C:22](B(O)O)[CH:23]=[CH:24][C:25]=1[O:26][CH3:27].O1CCCC1.C([O-])([O-])=O.[K+].[K+]. Product: [F:19][C:20]1[CH:21]=[C:22]([C:2]2[N:3]=[C:4]([CH3:18])[C:5]3[CH:10]=[CH:9][N:8]([C:11]([O:13][C:14]([CH3:17])([CH3:16])[CH3:15])=[O:12])[C:6]=3[N:7]=2)[CH:23]=[CH:24][C:25]=1[O:26][CH3:27]. The catalyst class is: 189. (8) Reactant: [CH3:1][N:2]([C:14]1[CH:23]=[CH:22][C:21]2[C:20]([CH3:25])([CH3:24])[CH2:19][CH2:18][C:17]([CH3:27])([CH3:26])[C:16]=2[CH:15]=1)[C:3]1[CH:10]=[CH:9][C:6]([C:7]#[N:8])=[CH:5][C:4]=1[N+:11]([O-])=O.[OH-].[Na+].O. Product: [NH2:11][C:4]1[CH:5]=[C:6]([CH:9]=[CH:10][C:3]=1[N:2]([CH3:1])[C:14]1[CH:23]=[CH:22][C:21]2[C:20]([CH3:24])([CH3:25])[CH2:19][CH2:18][C:17]([CH3:27])([CH3:26])[C:16]=2[CH:15]=1)[C:7]#[N:8]. The catalyst class is: 25.